From a dataset of Catalyst prediction with 721,799 reactions and 888 catalyst types from USPTO. Predict which catalyst facilitates the given reaction. (1) Reactant: [Cl:1][C:2]1[C:3]([C:10]2[CH:15]=[CH:14][CH:13]=[C:12]([F:16])[CH:11]=2)=[CH:4][C:5]([CH2:8][OH:9])=[N:6][CH:7]=1. Product: [Cl:1][C:2]1[C:3]([C:10]2[CH:15]=[CH:14][CH:13]=[C:12]([F:16])[CH:11]=2)=[CH:4][C:5]([CH:8]=[O:9])=[N:6][CH:7]=1. The catalyst class is: 327. (2) Reactant: [N:1]1[N:2]([C:6]2[CH:14]=[CH:13][CH:12]=[CH:11][C:7]=2[C:8]([OH:10])=O)[N:3]=[CH:4][CH:5]=1.[CH3:15][C@H:16]1[NH:21][CH2:20][C@H:19]([NH:22][C:23](=[O:29])[O:24][C:25]([CH3:28])([CH3:27])[CH3:26])[CH2:18][CH2:17]1.ON1C2N=CC=CC=2N=N1.C(Cl)CCl.CCN(C(C)C)C(C)C. Product: [C:25]([O:24][C:23](=[O:29])[NH:22][C@@H:19]1[CH2:18][CH2:17][C@@H:16]([CH3:15])[N:21]([C:8](=[O:10])[C:7]2[CH:11]=[CH:12][CH:13]=[CH:14][C:6]=2[N:2]2[N:1]=[CH:5][CH:4]=[N:3]2)[CH2:20]1)([CH3:28])([CH3:26])[CH3:27]. The catalyst class is: 3. (3) The catalyst class is: 203. Reactant: [C:1]([O:4][C@H:5]([C:42]1[CH:47]=[CH:46][C:45]([F:48])=[CH:44][CH:43]=1)[CH2:6][CH2:7][C@H:8]1[C:11](=[O:12])[N:10]([C:13]2[CH:18]=[CH:17][C:16]([O:19][S:20]([C:23]([F:26])([F:25])[F:24])(=[O:22])=[O:21])=[CH:15][CH:14]=2)[C@@H:9]1[C:27]1[CH:32]=[CH:31][C:30](Br)=[CH:29][C:28]=1[O:34][CH2:35][C:36]1[CH:41]=[CH:40][CH:39]=[CH:38][CH:37]=1)(=[O:3])[CH3:2].[Cl-].[Li+].[CH2:51]([Sn](CCCC)(CCCC)CCCC)[CH:52]=[CH2:53]. Product: [C:1]([O:4][C@H:5]([C:42]1[CH:47]=[CH:46][C:45]([F:48])=[CH:44][CH:43]=1)[CH2:6][CH2:7][C@H:8]1[C:11](=[O:12])[N:10]([C:13]2[CH:18]=[CH:17][C:16]([O:19][S:20]([C:23]([F:26])([F:25])[F:24])(=[O:22])=[O:21])=[CH:15][CH:14]=2)[C@@H:9]1[C:27]1[CH:32]=[CH:31][C:30]([CH2:53][CH:52]=[CH2:51])=[CH:29][C:28]=1[O:34][CH2:35][C:36]1[CH:41]=[CH:40][CH:39]=[CH:38][CH:37]=1)(=[O:3])[CH3:2]. (4) Reactant: [CH3:1][C:2]1([CH3:14])[S:6][C@@H:5]2[C@H:7](N)[C:8](=[O:9])[N:4]2[C@H:3]1[C:11]([OH:13])=[O:12].[BrH:15].[Na].N([O-])=O.[K+]. Product: [CH3:1][C:2]1([CH3:14])[S:6][C@@H:5]2[C@H:7]([Br:15])[C:8](=[O:9])[N:4]2[C@H:3]1[C:11]([OH:13])=[O:12]. The catalyst class is: 200. (5) Reactant: [CH3:1][O:2][C:3]1[CH:21]=[CH:20][CH:19]=[CH:18][C:4]=1[O:5][C:6]1[CH:14]=[CH:13][CH:12]=[C:8]([C:9]([OH:11])=O)[C:7]=1[C:15]([OH:17])=O.Cl.[NH2:23][CH:24]1[CH2:30][CH2:29][C:28](=[O:31])[NH:27][C:25]1=[O:26]. Product: [O:26]=[C:25]1[CH:24]([N:23]2[C:15](=[O:17])[C:7]3[C:8](=[CH:12][CH:13]=[CH:14][C:6]=3[O:5][C:4]3[CH:18]=[CH:19][CH:20]=[CH:21][C:3]=3[O:2][CH3:1])[C:9]2=[O:11])[CH2:30][CH2:29][C:28](=[O:31])[NH:27]1. The catalyst class is: 17.